From a dataset of Peptide-MHC class I binding affinity with 185,985 pairs from IEDB/IMGT. Regression. Given a peptide amino acid sequence and an MHC pseudo amino acid sequence, predict their binding affinity value. This is MHC class I binding data. The peptide sequence is FDPRLLTAL. The MHC is Mamu-A01 with pseudo-sequence Mamu-A01. The binding affinity (normalized) is 0.